Dataset: Peptide-MHC class I binding affinity with 185,985 pairs from IEDB/IMGT. Task: Regression. Given a peptide amino acid sequence and an MHC pseudo amino acid sequence, predict their binding affinity value. This is MHC class I binding data. (1) The peptide sequence is NMITTEQEI. The MHC is Mamu-A11 with pseudo-sequence Mamu-A11. The binding affinity (normalized) is 0.382. (2) The peptide sequence is LIISTDQDTM. The MHC is HLA-A68:02 with pseudo-sequence HLA-A68:02. The binding affinity (normalized) is 0.0204. (3) The MHC is HLA-A01:01 with pseudo-sequence HLA-A01:01. The peptide sequence is GELRKAICL. The binding affinity (normalized) is 0.0847. (4) The peptide sequence is KEAPQFPHG. The MHC is Mamu-B08 with pseudo-sequence Mamu-B08. The binding affinity (normalized) is 0. (5) The peptide sequence is ASIDNYNKF. The MHC is HLA-A01:01 with pseudo-sequence HLA-A01:01. The binding affinity (normalized) is 0. (6) The peptide sequence is FENKTTLPV. The MHC is HLA-B45:01 with pseudo-sequence HLA-B45:01. The binding affinity (normalized) is 0.376. (7) The binding affinity (normalized) is 0.301. The peptide sequence is LLAALFHDI. The MHC is HLA-A69:01 with pseudo-sequence HLA-A69:01.